From a dataset of Full USPTO retrosynthesis dataset with 1.9M reactions from patents (1976-2016). Predict the reactants needed to synthesize the given product. (1) Given the product [CH:1]1[C:10]2[C:5](=[CH:6][CH:7]=[CH:8][CH:9]=2)[CH:4]=[CH:3][C:2]=1[CH2:11][CH:12]1[C:21]2[C:16](=[CH:17][C:18]([O:24][CH3:25])=[C:19]([O:22][CH3:23])[CH:20]=2)[CH2:15][CH2:14][N:13]1[CH2:27][C:28]([NH:31][CH:32]1[CH2:40][C:39]2[C:34](=[CH:35][CH:36]=[CH:37][CH:38]=2)[CH2:33]1)=[O:29], predict the reactants needed to synthesize it. The reactants are: [CH:1]1[C:10]2[C:5](=[CH:6][CH:7]=[CH:8][CH:9]=2)[CH:4]=[CH:3][C:2]=1[CH2:11][CH:12]1[C:21]2[C:16](=[CH:17][C:18]([O:24][CH3:25])=[C:19]([O:22][CH3:23])[CH:20]=2)[CH2:15][CH2:14][NH:13]1.Br[CH2:27][C:28](Br)=[O:29].[NH2:31][CH:32]1[CH2:40][C:39]2[C:34](=[CH:35][CH:36]=[CH:37][CH:38]=2)[CH2:33]1. (2) The reactants are: [C:1]1([C:7]2[O:8][CH:9]=[C:10]([CH2:12][CH2:13][O:14][C:15]3[CH:20]=[CH:19][C:18]([OH:21])=[CH:17][CH:16]=3)[N:11]=2)[CH:6]=[CH:5][CH:4]=[CH:3][CH:2]=1.C(=O)([O-])[O-].[Cs+].[Cs+].Br[C:29]([CH3:36])([CH3:35])[C:30]([O:32][CH2:33][CH3:34])=[O:31]. Given the product [CH3:35][C:29]([O:21][C:18]1[CH:17]=[CH:16][C:15]([O:14][CH2:13][CH2:12][C:10]2[N:11]=[C:7]([C:1]3[CH:2]=[CH:3][CH:4]=[CH:5][CH:6]=3)[O:8][CH:9]=2)=[CH:20][CH:19]=1)([CH3:36])[C:30]([O:32][CH2:33][CH3:34])=[O:31], predict the reactants needed to synthesize it. (3) Given the product [C:1]1([C:7]2([C:13]([O:15][C:16]3[CH:17]=[CH:18][C:19]([C:22]([NH:24][OH:25])=[O:23])=[CH:20][CH:21]=3)=[O:14])[CH2:12][CH2:11][CH2:10][CH2:9][CH2:8]2)[CH:6]=[CH:5][CH:4]=[CH:3][CH:2]=1, predict the reactants needed to synthesize it. The reactants are: [C:1]1([C:7]2([C:13]([O:15][C:16]3[CH:21]=[CH:20][C:19]([C:22]([NH:24][O:25]CC4C=CC=CC=4)=[O:23])=[CH:18][CH:17]=3)=[O:14])[CH2:12][CH2:11][CH2:10][CH2:9][CH2:8]2)[CH:6]=[CH:5][CH:4]=[CH:3][CH:2]=1. (4) Given the product [C:1]([C:5]1[CH:10]=[CH:9][C:8]([S:11]([C:22](=[O:38])[NH:23][C:24]2[CH:29]=[CH:28][C:27]([O:30][CH2:31][CH:32]3[CH2:33][CH2:34][CH2:35][CH2:36][CH2:37]3)=[CH:26][CH:25]=2)([CH3:21])[C:12]2[CH:13]=[CH:14][C:15]([C:16]([NH:60][CH2:61][CH2:62][S:63]([OH:66])(=[O:65])=[O:64])=[O:18])=[CH:19][CH:20]=2)=[CH:7][CH:6]=1)([CH3:2])([CH3:4])[CH3:3], predict the reactants needed to synthesize it. The reactants are: [C:1]([C:5]1[CH:10]=[CH:9][C:8]([S:11]([C:22](=[O:38])[NH:23][C:24]2[CH:29]=[CH:28][C:27]([O:30][CH2:31][CH:32]3[CH2:37][CH2:36][CH2:35][CH2:34][CH2:33]3)=[CH:26][CH:25]=2)([CH3:21])[C:12]2[CH:20]=[CH:19][C:15]([C:16]([OH:18])=O)=[CH:14][CH:13]=2)=[CH:7][CH:6]=1)([CH3:4])([CH3:3])[CH3:2].C1C=CC2N(O)N=NC=2C=1.CCN=C=NCCCN(C)C.[NH2:60][CH2:61][CH2:62][S:63]([OH:66])(=[O:65])=[O:64].C(N(C(C)C)CC)(C)C. (5) The reactants are: [CH3:1][C:2]([N:5]1[C:10]([OH:11])=[C:9]([C:12]([NH:14][CH2:15][C:16]([O:18]CC)=[O:17])=[O:13])[C:8](=[O:21])[N:7]([CH2:22][C:23]2[CH:28]=[CH:27][C:26]([C:29]([CH3:32])([CH3:31])[CH3:30])=[CH:25][CH:24]=2)[C:6]1=[O:33])([CH3:4])[CH3:3].CC(N1C(=O)CC(=O)N(CC2C=CC(C(C)(C)C)=CC=2)C1=O)(C)C.C(N(C(C)C)CC)(C)C.N(CC(OCC)=O)=C=O. Given the product [CH3:4][C:2]([N:5]1[C:10]([OH:11])=[C:9]([C:12]([NH:14][CH2:15][C:16]([OH:18])=[O:17])=[O:13])[C:8](=[O:21])[N:7]([CH2:22][C:23]2[CH:24]=[CH:25][C:26]([C:29]([CH3:32])([CH3:31])[CH3:30])=[CH:27][CH:28]=2)[C:6]1=[O:33])([CH3:1])[CH3:3], predict the reactants needed to synthesize it. (6) Given the product [ClH:23].[NH:8]1[CH2:13][CH2:12][CH2:11][CH:10]([NH:14][C:15]2[N:16]=[CH:17][C:18]([C:21]#[N:22])=[CH:19][CH:20]=2)[CH2:9]1, predict the reactants needed to synthesize it. The reactants are: C(OC([N:8]1[CH2:13][CH2:12][CH2:11][CH:10]([NH:14][C:15]2[CH:20]=[CH:19][C:18]([C:21]#[N:22])=[CH:17][N:16]=2)[CH2:9]1)=O)(C)(C)C.[ClH:23]. (7) Given the product [CH2:30]([NH:32][C:2]1[N:11]=[C:10]([NH:12][CH2:13][C:14]2[CH:19]=[CH:18][C:17]([NH:20][C:21](=[O:29])[C:22]3[CH:27]=[CH:26][C:25]([F:28])=[CH:24][CH:23]=3)=[CH:16][CH:15]=2)[C:9]2[C:4](=[CH:5][CH:6]=[CH:7][CH:8]=2)[N:3]=1)[CH3:31], predict the reactants needed to synthesize it. The reactants are: Cl[C:2]1[N:11]=[C:10]([NH:12][CH2:13][C:14]2[CH:19]=[CH:18][C:17]([NH:20][C:21](=[O:29])[C:22]3[CH:27]=[CH:26][C:25]([F:28])=[CH:24][CH:23]=3)=[CH:16][CH:15]=2)[C:9]2[C:4](=[CH:5][CH:6]=[CH:7][CH:8]=2)[N:3]=1.[CH2:30]([NH2:32])[CH3:31].